The task is: Predict the product of the given reaction.. This data is from Forward reaction prediction with 1.9M reactions from USPTO patents (1976-2016). (1) Given the reactants [NH2:1][C:2]1[C:18]([F:19])=[CH:17][CH:16]=[CH:15][C:3]=1[C:4]([NH:6][C:7]1[CH:12]=[CH:11][CH:10]=[C:9]([Br:13])[C:8]=1[CH3:14])=[O:5].Cl[C:21]([O:24]C(=O)OC(Cl)(Cl)Cl)(Cl)Cl.C([O-])(O)=O.[Na+], predict the reaction product. The product is: [Br:13][C:9]1[C:8]([CH3:14])=[C:7]([N:6]2[C:4](=[O:5])[C:3]3[C:2](=[C:18]([F:19])[CH:17]=[CH:16][CH:15]=3)[NH:1][C:21]2=[O:24])[CH:12]=[CH:11][CH:10]=1. (2) The product is: [CH3:43][O:42][C:39]1[CH:40]=[CH:41][C:36]([N:1]2[CH:5]=[N:4][C:3]([C:6]3[CH:7]=[CH:8][C:9]([CH3:18])=[C:10]([CH2:12][NH:13][C:14](=[O:17])[O:15][CH3:16])[CH:11]=3)=[N:2]2)=[C:37]([CH3:44])[CH:38]=1. Given the reactants [NH:1]1[CH:5]=[N:4][C:3]([C:6]2[CH:7]=[CH:8][C:9]([CH3:18])=[C:10]([CH2:12][NH:13][C:14](=[O:17])[O:15][CH3:16])[CH:11]=2)=[N:2]1.CN[C@@H]1CCCC[C@H]1NC.C(=O)([O-])[O-].[K+].[K+].Br[C:36]1[CH:41]=[CH:40][C:39]([O:42][CH3:43])=[CH:38][C:37]=1[CH3:44], predict the reaction product. (3) The product is: [CH:5]([C:4]1[CH:7]=[C:8]([CH3:11])[C:9]([O:10][S:14]([C:13]([F:26])([F:25])[F:12])(=[O:16])=[O:15])=[C:2]([CH3:1])[CH:3]=1)=[O:6]. Given the reactants [CH3:1][C:2]1[CH:3]=[C:4]([CH:7]=[C:8]([CH3:11])[C:9]=1[OH:10])[CH:5]=[O:6].[F:12][C:13]([F:26])([F:25])[S:14](O[S:14]([C:13]([F:26])([F:25])[F:12])(=[O:16])=[O:15])(=[O:16])=[O:15], predict the reaction product. (4) Given the reactants [CH2:1]([O:4][C:5]1([CH3:34])[CH2:10][CH2:9][N:8]([C:11]2[N:16]3[N:17]=[C:18]([CH2:20][OH:21])[CH:19]=[C:15]3[N:14]=[C:13]([CH3:22])[C:12]=2[C@H:23]([O:29][C:30]([CH3:33])([CH3:32])[CH3:31])[C:24]([O:26][CH2:27][CH3:28])=[O:25])[CH2:7][CH2:6]1)[CH:2]=[CH2:3].[CH3:35][S:36](Cl)(=[O:38])=[O:37], predict the reaction product. The product is: [CH2:1]([O:4][C:5]1([CH3:34])[CH2:10][CH2:9][N:8]([C:11]2[N:16]3[N:17]=[C:18]([CH2:20][O:21][S:36]([CH3:35])(=[O:38])=[O:37])[CH:19]=[C:15]3[N:14]=[C:13]([CH3:22])[C:12]=2[C@H:23]([O:29][C:30]([CH3:33])([CH3:32])[CH3:31])[C:24]([O:26][CH2:27][CH3:28])=[O:25])[CH2:7][CH2:6]1)[CH:2]=[CH2:3]. (5) Given the reactants [H-].[Na+].[C:3]([O:10][CH3:11])(=[O:9])[CH2:4][C:5]([O:7][CH3:8])=[O:6].Br[CH:13]([CH2:22][CH2:23][CH2:24][CH3:25])[C:14]([C:16]1[CH:21]=[CH:20][CH:19]=[CH:18][CH:17]=1)=[O:15], predict the reaction product. The product is: [CH3:8][O:7][C:5](=[O:6])[CH:4]([CH:13]([C:14](=[O:15])[C:16]1[CH:21]=[CH:20][CH:19]=[CH:18][CH:17]=1)[CH2:22][CH2:23][CH2:24][CH3:25])[C:3]([O:10][CH3:11])=[O:9]. (6) Given the reactants [Br:1][C:2]1[CH:3]=[C:4]([S:9](Cl)(=[O:11])=[O:10])[C:5]([Cl:8])=[N:6][CH:7]=1.[NH:13]1[CH2:17][CH2:16][C@H:15]([NH:18][C:19](=[O:25])[O:20][C:21]([CH3:24])([CH3:23])[CH3:22])[CH2:14]1, predict the reaction product. The product is: [Br:1][C:2]1[CH:3]=[C:4]([S:9]([N:13]2[CH2:17][CH2:16][C@H:15]([NH:18][C:19](=[O:25])[O:20][C:21]([CH3:23])([CH3:22])[CH3:24])[CH2:14]2)(=[O:11])=[O:10])[C:5]([Cl:8])=[N:6][CH:7]=1.